This data is from Forward reaction prediction with 1.9M reactions from USPTO patents (1976-2016). The task is: Predict the product of the given reaction. (1) The product is: [NH2:1][C:4]1[CH:15]=[CH:14][C:7]2[CH2:8][CH2:9][CH2:10][CH2:11][C:12](=[O:13])[C:6]=2[CH:5]=1. Given the reactants [N+:1]([C:4]1[CH:15]=[CH:14][C:7]2[CH2:8][CH2:9][CH2:10][CH2:11][C:12](=[O:13])[C:6]=2[CH:5]=1)([O-])=O.[OH-].[Na+].CCOC(C)=O.CCCCCC, predict the reaction product. (2) The product is: [C:20]([O:19][C:17]([N:14]1[CH2:15][CH2:16][C@@H:12]([N:8]2[C:4]3[N:5]=[CH:6][N:7]=[C:2]([NH2:1])[C:3]=3[C:10]([C:34]3[CH:35]=[CH:36][C:31]([O:24][C:25]4[CH:30]=[CH:29][CH:28]=[CH:27][CH:26]=4)=[CH:32][CH:33]=3)=[CH:9]2)[CH2:13]1)=[O:18])([CH3:23])([CH3:22])[CH3:21]. Given the reactants [NH2:1][C:2]1[C:3]2[C:10](I)=[CH:9][N:8]([C@@H:12]3[CH2:16][CH2:15][N:14]([C:17]([O:19][C:20]([CH3:23])([CH3:22])[CH3:21])=[O:18])[CH2:13]3)[C:4]=2[N:5]=[CH:6][N:7]=1.[O:24]([C:31]1[CH:36]=[CH:35][C:34](B(O)O)=[CH:33][CH:32]=1)[C:25]1[CH:30]=[CH:29][CH:28]=[CH:27][CH:26]=1.C([O-])([O-])=O.[Na+].[Na+], predict the reaction product. (3) Given the reactants [F:1][C:2]([F:18])([F:17])[C:3]1[CH:8]=[CH:7][C:6]([C:9]2[CH:10]=[C:11]([CH:14]=[CH:15][CH:16]=2)[CH2:12]Cl)=[CH:5][CH:4]=1.[CH3:19][O:20][C:21](=[O:34])[CH2:22][C@@H:23]([C:27]1[CH:32]=[CH:31][C:30]([OH:33])=[CH:29][CH:28]=1)[C:24]#[C:25][CH3:26].C([O-])([O-])=O.[Cs+].[Cs+], predict the reaction product. The product is: [CH3:19][O:20][C:21](=[O:34])[CH2:22][C@@H:23]([C:27]1[CH:28]=[CH:29][C:30]([O:33][CH2:12][C:11]2[CH:10]=[C:9]([C:6]3[CH:7]=[CH:8][C:3]([C:2]([F:18])([F:17])[F:1])=[CH:4][CH:5]=3)[CH:16]=[CH:15][CH:14]=2)=[CH:31][CH:32]=1)[C:24]#[C:25][CH3:26].